From a dataset of Full USPTO retrosynthesis dataset with 1.9M reactions from patents (1976-2016). Predict the reactants needed to synthesize the given product. (1) Given the product [C:1]1([C:35]2[CH:40]=[CH:39][CH:38]=[CH:37][CH:36]=2)[CH:6]=[CH:5][C:4]([C:7]2[N:12]=[C:11]3[N:13]=[C:14]([O:24][C@H:25]4[CH2:30][O:29][C@H:28]([CH2:31][O:32][Si:52]([C:49]([CH3:51])([CH3:50])[CH3:48])([CH3:54])[CH3:53])[C@@H:27]([OH:33])[CH2:26]4)[N:15]([CH2:16][O:17][CH2:18][CH2:19][Si:20]([CH3:23])([CH3:21])[CH3:22])[C:10]3=[CH:9][C:8]=2[Cl:34])=[CH:3][CH:2]=1, predict the reactants needed to synthesize it. The reactants are: [C:1]1([C:35]2[CH:40]=[CH:39][CH:38]=[CH:37][CH:36]=2)[CH:6]=[CH:5][C:4]([C:7]2[N:12]=[C:11]3[N:13]=[C:14]([O:24][C@H:25]4[CH2:30][O:29][C@H:28]([CH2:31][OH:32])[C@@H:27]([OH:33])[CH2:26]4)[N:15]([CH2:16][O:17][CH2:18][CH2:19][Si:20]([CH3:23])([CH3:22])[CH3:21])[C:10]3=[CH:9][C:8]=2[Cl:34])=[CH:3][CH:2]=1.C(N(CC)CC)C.[CH3:48][C:49]([Si:52](Cl)([CH3:54])[CH3:53])([CH3:51])[CH3:50].C(=O)(O)[O-].[Na+]. (2) Given the product [C:5]([C:4]1[CH:7]=[CH:8][C:9]([CH:10]2[N:14]3[CH:15]=[N:16][CH:17]=[C:13]3[CH2:12][CH2:11]2)=[C:2]([NH:1][C:25](=[O:29])[CH2:26][CH2:27][CH3:28])[CH:3]=1)#[N:6], predict the reactants needed to synthesize it. The reactants are: [NH2:1][C:2]1[CH:3]=[C:4]([CH:7]=[CH:8][C:9]=1[CH:10]1[N:14]2[CH:15]=[N:16][CH:17]=[C:13]2[CH2:12][CH2:11]1)[C:5]#[N:6].CCN(CC)CC.[C:25](Cl)(=[O:29])[CH2:26][CH2:27][CH3:28]. (3) Given the product [CH3:6][C:5]1[O:4][N:2]=[C:8]([C:10]2[CH:14]=[CH:13][N:12]([CH3:15])[N:11]=2)[N:9]=1, predict the reactants needed to synthesize it. The reactants are: Cl.[NH2:2]O.[O-:4][CH2:5][CH3:6].[Na+].[C:8]([C:10]1[CH:14]=[CH:13][N:12]([CH3:15])[N:11]=1)#[N:9].C(OC)(OC)(OC)C. (4) Given the product [OH:8][C:9]1[CH:14]=[CH:13][CH:12]=[CH:11][C:10]=1[C:15]1[CH:20]=[CH:19][N:18]=[CH:17][C:16]=1[N:21]([CH3:38])[C:22](=[O:37])[C:23]1[CH:28]=[C:27]([C:29]([F:31])([F:32])[F:30])[CH:26]=[C:25]([S:33]([CH3:36])(=[O:35])=[O:34])[CH:24]=1, predict the reactants needed to synthesize it. The reactants are: C([O:8][C:9]1[CH:14]=[CH:13][CH:12]=[CH:11][C:10]=1[C:15]1[CH:20]=[CH:19][N:18]=[CH:17][C:16]=1[N:21]([CH3:38])[C:22](=[O:37])[C:23]1[CH:28]=[C:27]([C:29]([F:32])([F:31])[F:30])[CH:26]=[C:25]([S:33]([CH3:36])(=[O:35])=[O:34])[CH:24]=1)C1C=CC=CC=1. (5) Given the product [Br:17][C:18]1[CH:28]=[CH:27][C:26]([F:29])=[CH:25][C:19]=1[O:20][CH:21]1[CH2:24][N:23]([C:5]2[N:10]=[CH:9][C:8]([C:11]([O:13][CH2:14][CH3:15])=[O:12])=[CH:7][N:6]=2)[CH2:22]1, predict the reactants needed to synthesize it. The reactants are: CS([C:5]1[N:10]=[CH:9][C:8]([C:11]([O:13][CH2:14][CH3:15])=[O:12])=[CH:7][N:6]=1)(=O)=O.Cl.[Br:17][C:18]1[CH:28]=[CH:27][C:26]([F:29])=[CH:25][C:19]=1[O:20][CH:21]1[CH2:24][NH:23][CH2:22]1.C(=O)([O-])[O-].[K+].[K+]. (6) Given the product [Cl:40][C:41]1[CH:42]=[C:43]([CH:47]=[CH:48][CH:49]=1)[C:44]([NH:11][CH2:12][C@@H:13]([C:36]([OH:57])=[O:37])[NH:14][C:15](=[O:35])[C:16]1[C:21]([Cl:22])=[CH:20][C:19]([C:23]([NH:25][CH2:26][C:27]2[CH:32]=[CH:31][CH:30]=[C:29]([OH:33])[CH:28]=2)=[O:24])=[CH:18][C:17]=1[Cl:34])=[O:45], predict the reactants needed to synthesize it. The reactants are: C(N(C(C)C)CC)(C)C.Cl.[NH2:11][CH2:12][C@@H:13]([C:36](OC)=[O:37])[NH:14][C:15](=[O:35])[C:16]1[C:21]([Cl:22])=[CH:20][C:19]([C:23]([NH:25][CH2:26][C:27]2[CH:32]=[CH:31][CH:30]=[C:29]([OH:33])[CH:28]=2)=[O:24])=[CH:18][C:17]=1[Cl:34].[Cl:40][C:41]1[CH:42]=[C:43]([CH:47]=[CH:48][CH:49]=1)[C:44](O)=[O:45].CN(C([O:57]N1N=NC2C=CC=CC1=2)=[N+](C)C)C.F[P-](F)(F)(F)(F)F.C1C=CC2N(O)N=NC=2C=1.O.[OH-].[Li+].